Dataset: Full USPTO retrosynthesis dataset with 1.9M reactions from patents (1976-2016). Task: Predict the reactants needed to synthesize the given product. (1) Given the product [OH:1][C:2]1[CH:6]([CH:7]([CH3:8])[CH3:9])[NH:5][C:4](=[O:10])[C:3]=1[CH:11]([C:12]1[NH:13][C:14]2[C:19]([C:20]=1[CH2:21][CH2:22][OH:23])=[CH:18][CH:17]=[CH:16][CH:15]=2)[C:27]1[CH:32]=[CH:31][CH:30]=[CH:29][CH:28]=1, predict the reactants needed to synthesize it. The reactants are: [OH:1][C:2]1[CH:6]([CH:7]([CH3:9])[CH3:8])[NH:5][C:4](=[O:10])[C:3]=1[CH:11]([C:27]1[CH:32]=[CH:31][CH:30]=[CH:29][CH:28]=1)[C:12]1[NH:13][C:14]2[C:19]([C:20]=1[CH2:21][CH2:22][O:23]C(=O)C)=[CH:18][CH:17]=[CH:16][CH:15]=2.[Li+].[OH-]. (2) Given the product [CH:2]([O:5][C:6]1[CH:7]=[CH:8][C:9]([C@@H:12]([NH:14][C:44]([C:40]2[CH:39]=[C:38]3[C:43](=[CH:42][CH:41]=2)[N:35]([CH2:34][C:31]2[CH:30]=[CH:29][C:28]([C:23]4[C:22]([C:20]([OH:21])=[O:19])=[CH:27][CH:26]=[CH:25][CH:24]=4)=[CH:33][CH:32]=2)[C:36]([CH3:48])=[C:37]3[CH3:47])=[O:45])[CH3:13])=[CH:10][CH:11]=1)([CH3:4])[CH3:3], predict the reactants needed to synthesize it. The reactants are: [Cl-].[CH:2]([O:5][C:6]1[CH:11]=[CH:10][C:9]([C@@H:12]([NH3+:14])[CH3:13])=[CH:8][CH:7]=1)([CH3:4])[CH3:3].C([O:19][C:20]([C:22]1[CH:27]=[CH:26][CH:25]=[CH:24][C:23]=1[C:28]1[CH:33]=[CH:32][C:31]([CH2:34][N:35]2[C:43]3[C:38](=[CH:39][C:40]([C:44](O)=[O:45])=[CH:41][CH:42]=3)[C:37]([CH3:47])=[C:36]2[CH3:48])=[CH:30][CH:29]=1)=[O:21])(C)(C)C.